Dataset: Full USPTO retrosynthesis dataset with 1.9M reactions from patents (1976-2016). Task: Predict the reactants needed to synthesize the given product. (1) Given the product [CH3:1][O:2][C:3](=[O:24])[CH2:4][CH:5]1[CH2:14][C:13]2[C:8](=[CH:9][C:10]([O:15][CH2:35][CH2:34][CH2:33][CH2:32][NH:31][C:30]([O:29][C:25]([CH3:26])([CH3:28])[CH3:27])=[O:37])=[CH:11][CH:12]=2)[N:7]([CH2:16][C:17]2[CH:22]=[CH:21][CH:20]=[CH:19][CH:18]=2)[C:6]1=[O:23], predict the reactants needed to synthesize it. The reactants are: [CH3:1][O:2][C:3](=[O:24])[CH2:4][CH:5]1[CH2:14][C:13]2[C:8](=[CH:9][C:10]([OH:15])=[CH:11][CH:12]=2)[N:7]([CH2:16][C:17]2[CH:22]=[CH:21][CH:20]=[CH:19][CH:18]=2)[C:6]1=[O:23].[C:25]([O:29][C:30](=[O:37])[NH:31][CH2:32][CH2:33][CH2:34][CH2:35]Br)([CH3:28])([CH3:27])[CH3:26]. (2) Given the product [Br-:17].[O:20]=[C:19]([C:21]1[CH:26]=[CH:25][CH:24]=[CH:23][CH:22]=1)[CH2:18][N+:16]1[CH:15]=[CH:14][S:13][C:12]=1[CH:10]([O:9][C:1](=[O:8])[C:2]1[CH:3]=[CH:4][CH:5]=[CH:6][CH:7]=1)[CH3:11], predict the reactants needed to synthesize it. The reactants are: [C:1]([O:9][CH:10]([C:12]1[S:13][CH:14]=[CH:15][N:16]=1)[CH3:11])(=[O:8])[C:2]1[CH:7]=[CH:6][CH:5]=[CH:4][CH:3]=1.[Br:17][CH2:18][C:19]([C:21]1[CH:26]=[CH:25][CH:24]=[CH:23][CH:22]=1)=[O:20].C(#N)C.